This data is from Catalyst prediction with 721,799 reactions and 888 catalyst types from USPTO. The task is: Predict which catalyst facilitates the given reaction. (1) Reactant: Cl[C:2]1[C:7]([C:8]([NH:10][CH3:11])=[O:9])=[CH:6][N:5]=[C:4]([CH3:12])[CH:3]=1.[CH2:13]([OH:15])[CH3:14].[O-]CC.[Na+]. Product: [CH2:13]([O:15][C:2]1[C:7]([C:8]([NH:10][CH3:11])=[O:9])=[CH:6][N:5]=[C:4]([CH3:12])[CH:3]=1)[CH3:14]. The catalyst class is: 6. (2) Reactant: [F:1][C:2]1[CH:9]=[CH:8][C:5]([CH:6]=O)=[CH:4][CH:3]=1.[NH2:10][C@H:11]1[C@H:16]2[O:17][C@H:13]([CH2:14][CH2:15]2)[C@H:12]1[C:18]([O:20][CH3:21])=[O:19].C([BH3-])#N.[Na+].C([O-])(O)=O.[Na+]. Product: [F:1][C:2]1[CH:9]=[CH:8][C:5]([CH2:6][NH:10][C@H:11]2[C@H:16]3[O:17][C@H:13]([CH2:14][CH2:15]3)[C@H:12]2[C:18]([O:20][CH3:21])=[O:19])=[CH:4][CH:3]=1. The catalyst class is: 130. (3) Reactant: [H-].[H-].[H-].[H-].[Li+].[Al+3].[Br:7][C:8]1[CH:9]=[CH:10][C:11]([Cl:20])=[C:12]([CH:19]=1)[C:13](N(OC)C)=[O:14].[Cl-].[NH4+]. Product: [Br:7][C:8]1[CH:9]=[CH:10][C:11]([Cl:20])=[C:12]([CH:19]=1)[CH:13]=[O:14]. The catalyst class is: 7. (4) Reactant: [CH3:1][O:2][C:3](=[O:30])[CH2:4][N:5]1[CH2:11][C:10]([C:12](C)(C)[O:13][SiH2]C(C)(C)C)=[CH:9][CH2:8][CH:7]([NH:21]C(OC(C)(C)C)=O)[C:6]1=[O:29].C(O)(C(F)(F)F)=O. Product: [CH3:1][O:2][C:3](=[O:30])[CH2:4][N:5]1[CH2:11][C:10]([CH2:12][OH:13])=[CH:9][CH2:8][CH:7]([NH2:21])[C:6]1=[O:29]. The catalyst class is: 2. (5) Reactant: [ClH:1].[CH2:2]([N:9]1[C:15](=[O:16])[CH:14]2[N:17](CC3C=CC=CC=3)[CH:11]([CH2:12][CH2:13]2)[C:10]1=[O:25])[C:3]1[CH:8]=[CH:7][CH:6]=[CH:5][CH:4]=1.N#N. Product: [ClH:1].[CH2:2]([N:9]1[C:10](=[O:25])[CH:11]2[NH:17][CH:14]([CH2:13][CH2:12]2)[C:15]1=[O:16])[C:3]1[CH:4]=[CH:5][CH:6]=[CH:7][CH:8]=1. The catalyst class is: 19. (6) Reactant: O[C:2]1([C:12]2[CH:17]=[CH:16][CH:15]=[CH:14][CH:13]=2)[C:10]2[C:5](=[CH:6][CH:7]=[CH:8][CH:9]=2)[NH:4][C:3]1=[O:11].[C:18]([C:22]1[CH:27]=[CH:26][C:25]([S:28]([NH:31][C:32]2[CH:37]=[CH:36][C:35]([CH3:38])=[C:34]([OH:39])[CH:33]=2)(=[O:30])=[O:29])=[CH:24][CH:23]=1)([CH3:21])([CH3:20])[CH3:19].C1(C)C=CC(S(O)(=O)=O)=CC=1. Product: [C:18]([C:22]1[CH:27]=[CH:26][C:25]([S:28]([NH:31][C:32]2[CH:33]=[C:34]([OH:39])[C:35]([CH3:38])=[CH:36][C:37]=2[C:2]2([C:12]3[CH:17]=[CH:16][CH:15]=[CH:14][CH:13]=3)[C:10]3[C:5](=[CH:6][CH:7]=[CH:8][CH:9]=3)[NH:4][C:3]2=[O:11])(=[O:30])=[O:29])=[CH:24][CH:23]=1)([CH3:21])([CH3:20])[CH3:19]. The catalyst class is: 68. (7) Reactant: [CH:1]([NH2:3])=O.[NH2:4][C:5]1[CH:13]=[CH:12][C:11]([N+:14]([O-:16])=[O:15])=[CH:10][C:6]=1[C:7]([OH:9])=O. Product: [N+:14]([C:11]1[CH:10]=[C:6]2[C:5](=[CH:13][CH:12]=1)[N:4]=[CH:1][NH:3][C:7]2=[O:9])([O-:16])=[O:15]. The catalyst class is: 6.